From a dataset of Catalyst prediction with 721,799 reactions and 888 catalyst types from USPTO. Predict which catalyst facilitates the given reaction. (1) Reactant: [F:1][C:2]1[CH:3]=[CH:4][C:5]([N+:11]([O-:13])=[O:12])=[C:6]([CH:10]=1)[C:7](O)=[O:8].C(Cl)(=O)C(Cl)=O.[CH3:20][N:21](C)C=O. Product: [F:1][C:2]1[CH:3]=[CH:4][C:5]([N+:11]([O-:13])=[O:12])=[C:6]([CH:10]=1)[C:7]([NH:21][CH3:20])=[O:8]. The catalyst class is: 4. (2) Reactant: [C:1]([O:5][C:6]([NH:8][C@@:9]([CH2:27][CH:28]=O)([CH2:14][CH2:15][CH2:16][CH2:17][B:18]1[O:22][C:21]([CH3:24])([CH3:23])[C:20]([CH3:26])([CH3:25])[O:19]1)[C:10]([O:12][CH3:13])=[O:11])=[O:7])([CH3:4])([CH3:3])[CH3:2].[CH2:30]1[C:39]2[C:34](=[CH:35][CH:36]=[CH:37][CH:38]=2)[CH2:33][C@@H:32]([CH2:40][OH:41])[NH:31]1.C(O[BH-](OC(=O)C)OC(=O)C)(=O)C.[Na+]. Product: [C:1]([O:5][C:6]([NH:8][C@@:9]([CH2:27][CH2:28][N:31]1[C@H:32]([CH2:40][OH:41])[CH2:33][C:34]2[C:39](=[CH:38][CH:37]=[CH:36][CH:35]=2)[CH2:30]1)([CH2:14][CH2:15][CH2:16][CH2:17][B:18]1[O:19][C:20]([CH3:26])([CH3:25])[C:21]([CH3:24])([CH3:23])[O:22]1)[C:10]([O:12][CH3:13])=[O:11])=[O:7])([CH3:4])([CH3:3])[CH3:2]. The catalyst class is: 26. (3) Reactant: [F:1][C:2]1[CH:7]=[CH:6][CH:5]=[C:4]([N+:8]([O-])=O)[C:3]=1[C:11]1[S:12][C:13]2[CH:14]=[N:15][CH:16]=[C:17]([F:20])[C:18]=2[N:19]=1. Product: [F:1][C:2]1[C:3]([C:11]2[S:12][C:13]3[CH:14]=[N:15][CH:16]=[C:17]([F:20])[C:18]=3[N:19]=2)=[C:4]([NH2:8])[CH:5]=[CH:6][CH:7]=1. The catalyst class is: 409. (4) Reactant: [CH3:1][O:2][C:3]1[CH:4]=[C:5]([CH:8]=[CH:9][C:10]=1[O:11][CH2:12][O:13][CH3:14])[CH2:6][NH2:7].[C:15](Cl)(Cl)=[S:16].C(N(CC)CC)C. Product: [N:7]([CH2:6][C:5]1[CH:8]=[CH:9][C:10]([O:11][CH2:12][O:13][CH3:14])=[C:3]([O:2][CH3:1])[CH:4]=1)=[C:15]=[S:16]. The catalyst class is: 13.